From a dataset of Rat liver microsome stability data. Regression/Classification. Given a drug SMILES string, predict its absorption, distribution, metabolism, or excretion properties. Task type varies by dataset: regression for continuous measurements (e.g., permeability, clearance, half-life) or binary classification for categorical outcomes (e.g., BBB penetration, CYP inhibition). Dataset: rlm. (1) The molecule is Cc1cccc(-n2cnc3cc(C(=O)N4CCCCCC4)ccc32)c1. The result is 1 (stable in rat liver microsomes). (2) The molecule is COc1ccccc1N1CCN(CCN(C(=O)c2ccc(I)cc2)c2ccccn2)CC1. The result is 1 (stable in rat liver microsomes). (3) The molecule is CN1CCN(c2nc(NCc3nc4c(F)c(F)ccc4[nH]3)c3ncn(-c4ccsc4)c3n2)CC1. The result is 1 (stable in rat liver microsomes).